Dataset: Forward reaction prediction with 1.9M reactions from USPTO patents (1976-2016). Task: Predict the product of the given reaction. (1) Given the reactants [NH2:1][C:2]1[C:7]([CH2:8][P+](C2C=CC=CC=2)(C2C=CC=CC=2)C2C=CC=CC=2)=[CH:6][C:5]([C:28]#[N:29])=[C:4]=[C:3]=1.[Br-].[F:31][C:32]([F:38])([F:37])[CH2:33][C:34](O)=O.CCN(C(C)C)C(C)C, predict the reaction product. The product is: [F:31][C:32]([F:38])([F:37])[CH2:33][C:34]1[NH:1][C:2]2[C:7]([CH:8]=1)=[CH:6][C:5]([C:28]#[N:29])=[CH:4][CH:3]=2. (2) Given the reactants [C:1]1([C:7]([NH:9][CH2:10][CH2:11][O:12][C:13]2[CH:22]=[CH:21][C:16]([C:17](OC)=[O:18])=[CH:15][CH:14]=2)=[O:8])[CH:6]=[CH:5][CH:4]=[CH:3][CH:2]=1.[NH2:23][OH:24].[OH-].[Na+].Cl, predict the reaction product. The product is: [OH:24][NH:23][C:17](=[O:18])[C:16]1[CH:21]=[CH:22][C:13]([O:12][CH2:11][CH2:10][NH:9][C:7]([C:1]2[CH:6]=[CH:5][CH:4]=[CH:3][CH:2]=2)=[O:8])=[CH:14][CH:15]=1. (3) The product is: [NH2:1][C:2]1[N:10]=[CH:9][N:8]=[C:7]2[C:3]=1[N:4]([C:24]1[CH:29]=[CH:28][C:27]([CH3:30])=[C:26]([O:31][CH3:32])[CH:25]=1)[C:5](=[O:23])[N:6]2[C@@H:11]1[CH2:15][CH2:14][NH:13][CH2:12]1. Given the reactants [NH2:1][C:2]1[N:10]=[CH:9][N:8]=[C:7]2[C:3]=1[N:4]([C:24]1[CH:29]=[CH:28][C:27]([CH3:30])=[C:26]([O:31][CH3:32])[CH:25]=1)[C:5](=[O:23])[N:6]2[C@@H:11]1[CH2:15][CH2:14][N:13](C(OC(C)(C)C)=O)[CH2:12]1.C(O)(C(F)(F)F)=O, predict the reaction product. (4) Given the reactants [OH:1][CH2:2][C:3]1([CH3:15])[CH2:7][CH:6]2[CH:8]([CH3:14])[CH:9]=[C:10]([CH3:13])[C:11]([CH3:12])=[C:5]2[O:4]1.[N+:16]([O-])([OH:18])=[O:17], predict the reaction product. The product is: [OH:1][CH2:2][C:3]1([CH3:15])[CH2:7][CH:6]2[CH:8]([CH3:14])[C:9]([N+:16]([O-:18])=[O:17])=[C:10]([CH3:13])[C:11]([CH3:12])=[C:5]2[O:4]1.